Dataset: Full USPTO retrosynthesis dataset with 1.9M reactions from patents (1976-2016). Task: Predict the reactants needed to synthesize the given product. (1) Given the product [CH3:28][O:27][C:19]1[CH:18]=[C:17]([NH:16][C:13]2[N:14]=[N:15][C:10]([CH:8]([NH:7][C:5]([C:4]3[CH:29]=[CH:30][O:48][CH:3]=3)=[O:6])[CH3:9])=[CH:11][N:12]=2)[CH:22]=[C:21]([O:23][CH3:24])[C:20]=1[O:25][CH3:26], predict the reactants needed to synthesize it. The reactants are: BrC1[CH:3]=[C:4]([CH:29]=[CH:30]C=1)[C:5]([NH:7][CH:8]([C:10]1[N:15]=[N:14][C:13]([NH:16][C:17]2[CH:22]=[C:21]([O:23][CH3:24])[C:20]([O:25][CH3:26])=[C:19]([O:27][CH3:28])[CH:18]=2)=[N:12][CH:11]=1)[CH3:9])=[O:6].NC(C1N=NC(NC2C=C([O:48]C)C(OC)=C(OC)C=2)=NC=1)C.O1C=CC(C(O)=O)=C1.C(N(C(C)C)CC)(C)C.F[P-](F)(F)(F)(F)F.N1(OC(N(C)C)=[N+](C)C)C2N=CC=CC=2N=N1. (2) The reactants are: [C:1]([O:4][CH2:5][CH2:6][C:7]1[CH:12]=[CH:11][C:10]([NH:13][CH2:14][C:15]2[CH:20]=[CH:19][CH:18]=[CH:17][CH:16]=2)=[CH:9][CH:8]=1)(=[O:3])[CH3:2].[CH:21]([C:24]1[CH:29]=[CH:28][CH:27]=[C:26]([CH:30]([CH3:32])[CH3:31])[C:25]=1[N:33]=[C:34]=[O:35])([CH3:23])[CH3:22]. Given the product [C:1]([O:4][CH2:5][CH2:6][C:7]1[CH:12]=[CH:11][C:10]([N:13]([CH2:14][C:15]2[CH:16]=[CH:17][CH:18]=[CH:19][CH:20]=2)[C:34]([NH:33][C:25]2[C:24]([CH:21]([CH3:22])[CH3:23])=[CH:29][CH:28]=[CH:27][C:26]=2[CH:30]([CH3:32])[CH3:31])=[O:35])=[CH:9][CH:8]=1)(=[O:3])[CH3:2], predict the reactants needed to synthesize it. (3) Given the product [CH2:1]([O:3][C:4]([C:6]1[C:7]([CH2:11][OH:12])=[N:8][NH:9][CH:10]=1)=[O:5])[CH3:2], predict the reactants needed to synthesize it. The reactants are: [CH2:1]([O:3][C:4]([C:6]1[C:7]([CH2:11][O:12]C(C)(C)C)=[N:8][NH:9][CH:10]=1)=[O:5])[CH3:2].FC(F)(F)C(O)=O. (4) Given the product [CH2:11]([N:13]1[C:1](=[O:10])[C:2]2[C:3](=[CH:5][CH:6]=[CH:7][CH:8]=2)[N:4]=[C:14]1[C:15]1[CH:20]=[CH:19][C:18]([O:21][CH2:22][CH2:31][CH2:30][N:29]2[CH2:34][CH2:33][CH2:27][CH2:26][CH2:25]2)=[CH:17][CH:16]=1)[CH3:12], predict the reactants needed to synthesize it. The reactants are: [C:1]([OH:10])(=O)[C:2]1[C:3](=[CH:5][CH:6]=[CH:7][CH:8]=1)[NH2:4].[CH2:11]([NH2:13])[CH3:12].[CH:14](=O)[C:15]1[CH:20]=[CH:19][C:18]([O:21][CH3:22])=[CH:17][CH:16]=1.Cl[CH2:25][CH2:26][CH2:27]Br.[NH:29]1[CH2:34][CH2:33]C[CH2:31][CH2:30]1.